From a dataset of Reaction yield outcomes from USPTO patents with 853,638 reactions. Predict the reaction yield, written as a fraction of the theoretical maximum amount of product (1.0 means a 100% yield; for example, 0.34 means a 34% yield). (1) The reactants are CCCCCC.C([Li])CCC.Br[C:13]1[S:14][C:15]([Cl:20])=[CH:16][C:17]=1[O:18][CH3:19].[CH:21]1([C:24]2[CH:35]=[CH:34][C:27]([C:28](N(OC)C)=[O:29])=[CH:26][CH:25]=2)[CH2:23][CH2:22]1.[Cl-].[NH4+]. The yield is 0.630. The catalyst is C1COCC1. The product is [Cl:20][C:15]1[S:14][C:13]([C:28]([C:27]2[CH:34]=[CH:35][C:24]([CH:21]3[CH2:22][CH2:23]3)=[CH:25][CH:26]=2)=[O:29])=[C:17]([O:18][CH3:19])[CH:16]=1. (2) The reactants are [CH2:1]([C:5]1[N:6]=[C:7]([CH3:35])[N:8]([CH2:31][C:32]([OH:34])=O)[C:9](=[O:30])[C:10]=1[CH2:11][C:12]1[CH:17]=[CH:16][C:15]([C:18]2[CH:23]=[CH:22][CH:21]=[CH:20][C:19]=2[C:24]2[NH:28][C:27](=[O:29])[O:26][N:25]=2)=[CH:14][CH:13]=1)[CH2:2][CH2:3][CH3:4].[NH:36]1[CH2:41][CH2:40][O:39][CH2:38][CH2:37]1.ON1C2C=CC=CC=2N=N1.Cl.C(N=C=NCCCN(C)C)C. The catalyst is C(OCC)(=O)C.CN(C)C=O. The product is [CH2:1]([C:5]1[N:6]=[C:7]([CH3:35])[N:8]([CH2:31][C:32]([N:36]2[CH2:41][CH2:40][O:39][CH2:38][CH2:37]2)=[O:34])[C:9](=[O:30])[C:10]=1[CH2:11][C:12]1[CH:17]=[CH:16][C:15]([C:18]2[CH:23]=[CH:22][CH:21]=[CH:20][C:19]=2[C:24]2[NH:28][C:27](=[O:29])[O:26][N:25]=2)=[CH:14][CH:13]=1)[CH2:2][CH2:3][CH3:4]. The yield is 0.590. (3) The reactants are [NH2:1][C:2]1[CH:7]=[CH:6][N:5]=[CH:4][CH:3]=1.[NH2-].[Li+].CS[C:12]1[N:13]=[CH:14][C:15]2[CH:21]=[C:20]([C:22]3[CH:27]=[C:26]([O:28][CH3:29])[CH:25]=[C:24]([O:30][CH3:31])[CH:23]=3)[C:19](=[O:32])[N:18]([CH2:33][CH3:34])[C:16]=2[N:17]=1.O. The catalyst is O1CCCC1. The product is [N:5]1[CH:6]=[CH:7][C:2]([NH:1][C:12]2[N:13]=[CH:14][C:15]3[CH:21]=[C:20]([C:22]4[CH:23]=[C:24]([O:30][CH3:31])[CH:25]=[C:26]([O:28][CH3:29])[CH:27]=4)[C:19](=[O:32])[N:18]([CH2:33][CH3:34])[C:16]=3[N:17]=2)=[CH:3][CH:4]=1. The yield is 0.936.